This data is from Catalyst prediction with 721,799 reactions and 888 catalyst types from USPTO. The task is: Predict which catalyst facilitates the given reaction. (1) Reactant: [N+:1]([C:4]1[CH:5]=[CH:6][CH:7]=[C:8]2[C:13]=1[N:12]=[CH:11][C:10]([OH:14])=[CH:9]2)([O-:3])=[O:2].Cl[C:16]([F:21])([F:20])C([O-])=O.[Na+].C(=O)([O-])[O-].[Na+].[Na+].ClCCl. Product: [F:20][CH:16]([F:21])[O:14][C:10]1[CH:11]=[N:12][C:13]2[C:8]([CH:9]=1)=[CH:7][CH:6]=[CH:5][C:4]=2[N+:1]([O-:3])=[O:2]. The catalyst class is: 9. (2) Reactant: [CH3:1][S:2]([C:5]1[CH:14]=[CH:13][C:12]2[C:7](=[CH:8][CH:9]=[C:10]([C:15](OC)=[O:16])[CH:11]=2)[N:6]=1)(=[O:4])=[O:3]. Product: [CH3:1][S:2]([C:5]1[CH:14]=[CH:13][C:12]2[C:7](=[CH:8][CH:9]=[C:10]([CH2:15][OH:16])[CH:11]=2)[N:6]=1)(=[O:4])=[O:3]. The catalyst class is: 1.